Dataset: hERG Central: cardiac toxicity at 1µM, 10µM, and general inhibition. Task: Predict hERG channel inhibition at various concentrations. (1) Results: hERG_inhib (hERG inhibition (general)): blocker. The molecule is C[C@H](NS(=O)(=O)c1ccc2c(c1)OCCCO2)C(=O)N1CCN(Cc2ccc(C#N)cc2)CC1. (2) Results: hERG_inhib (hERG inhibition (general)): blocker. The drug is CCCCOCCCn1c(-c2ccco2)nc2nc3ccccc3nc21. (3) The molecule is COc1ccc(C(=S)N2CCOCC2)cc1OC(=O)c1ccc([N+](=O)[O-])cc1[N+](=O)[O-]. Results: hERG_inhib (hERG inhibition (general)): blocker.